This data is from Drug-target binding data from BindingDB using IC50 measurements. The task is: Regression. Given a target protein amino acid sequence and a drug SMILES string, predict the binding affinity score between them. We predict pIC50 (pIC50 = -log10(IC50 in M); higher means more potent). Dataset: bindingdb_ic50. (1) The drug is Oc1ccc(-c2ccc(-c3nnn[nH]3)cc2Cl)cc1C12CC3CC(CC(C3)C1)C2. The target protein (Q14761) has sequence MALPCTLGLGMLLALPGALGSGGSAEDSVGSSSVTVVLLLLLLLLLATGLALAWRRLSRDSGGYYHPARLGAALWGRTRRLLWASPPGRWLQARAELGSTDNDLERQEDEQDTDYDHVADGGLQADPGEGEQQCGEASSPEQVPVRAEEARDSDTEGDLVLGSPGPASAGGSAEALLSDLHAFAGSAAWDDSARAAGGQGLHVTAL. The pIC50 is 5.9. (2) The small molecule is Cc1cc(O)c(C(=O)CCc2ccc3occc3c2)c(O[C@@H]2O[C@H](CO)[C@@H](O)[C@H](O)[C@H]2O)c1. The target protein (P11167) has sequence MEPSSKKVTGRLMLAVGGAVLGSLQFGYNTGVINAPQKVIEEFYNQTWNHRYGESIPSTTLTTLWSLSVAIFSVGGMIGSFSVGLFVNRFGRRNSMLMMNLLAFVSAVLMGFSKLGKSFEMLILGRFIIGVYCGLTTGFVPMYVGEVSPTALRGALGTLHQLGIVVGILIAQVFGLDSIMGNADLWPLLLSVIFIPALLQCILLPFCPESPRFLLINRNEENRAKSVLKKLRGTADVTRDLQEMKEEGRQMMREKKVTILELFRSPAYRQPILIAVVLQLSQQLSGINAVFYYSTSIFEKAGVQQPVYATIGSGIVNTAFTVVSLFVVERAGRRTLHLIGLAGMAGCAVLMTIALALLEQLPWMSYLSIVAIFGFVAFFEVGPGPIPWFIVAELFSQGPRPAAVAVAGFSNWTSNFIVGMCFQYVEQLCGPYVFIIFTVLLVLFFIFTYFKVPETKGRTFDEIASGFRQGGASQSDKTPEELFHPLGADSQV. The pIC50 is 5.0.